From a dataset of Forward reaction prediction with 1.9M reactions from USPTO patents (1976-2016). Predict the product of the given reaction. (1) Given the reactants [CH2:1]([O:8][C:9]1[CH:14]=[CH:13][C:12]([C@@H:15]2[CH2:17][O:16]2)=[CH:11][C:10]=1[N+:18]([O-])=O)[C:2]1[CH:7]=[CH:6][CH:5]=[CH:4][CH:3]=1.[CH2:21]([NH:28][CH2:29][CH2:30][CH:31]([C:43]1[CH:48]=[CH:47][C:46]([NH:49][C:50]([O:52][CH3:53])=[O:51])=[CH:45][CH:44]=1)[C:32]1[CH:37]=[CH:36][C:35]([NH:38][C:39]([O:41][CH3:42])=[O:40])=[CH:34][CH:33]=1)[C:22]1[CH:27]=[CH:26][CH:25]=[CH:24][CH:23]=1.C(O)C.[Cl-].[NH4+], predict the reaction product. The product is: [NH2:18][C:10]1[CH:11]=[C:12]([C@@H:15]([OH:16])[CH2:17][N:28]([CH2:29][CH2:30][CH:31]([C:43]2[CH:48]=[CH:47][C:46]([NH:49][C:50]([O:52][CH3:53])=[O:51])=[CH:45][CH:44]=2)[C:32]2[CH:37]=[CH:36][C:35]([NH:38][C:39]([O:41][CH3:42])=[O:40])=[CH:34][CH:33]=2)[CH2:21][C:22]2[CH:27]=[CH:26][CH:25]=[CH:24][CH:23]=2)[CH:13]=[CH:14][C:9]=1[O:8][CH2:1][C:2]1[CH:7]=[CH:6][CH:5]=[CH:4][CH:3]=1. (2) Given the reactants [Cl:1][C:2]1[CH:13]=[CH:12][C:5]2[N:6]([CH3:11])[C:7]([CH2:9][OH:10])=[N:8][C:4]=2[CH:3]=1.CC(OI1(OC(C)=O)(OC(C)=O)OC(=O)C2C=CC=CC1=2)=O, predict the reaction product. The product is: [Cl:1][C:2]1[CH:13]=[CH:12][C:5]2[N:6]([CH3:11])[C:7]([CH:9]=[O:10])=[N:8][C:4]=2[CH:3]=1. (3) Given the reactants [OH:1][C@:2]1([C@:28]2([CH3:29])[C@H:14]([C@H:15]3[C:25](=[CH:26][CH2:27]2)[C@:23]2([CH3:24])[C:18](=[CH:19][C:20](=[O:30])[CH2:21][CH2:22]2)[CH2:17][CH2:16]3)[CH2:13][CH2:12]1)[C:3](=[O:11])[CH2:4][O:5][C:6]([CH2:8][CH:9]=[CH2:10])=[O:7], predict the reaction product. The product is: [C:2]([O:1][C@:2]1([C@:28]2([CH3:29])[C@H:14]([C@H:15]3[C:25](=[CH:26][CH2:27]2)[C@:23]2([CH3:24])[C:18](=[CH:19][C:20](=[O:30])[CH2:21][CH2:22]2)[CH2:17][CH2:16]3)[CH2:13][CH2:12]1)[C:3](=[O:11])[CH2:4][O:5][C:6]([CH2:8][CH:9]=[CH2:10])=[O:7])(=[O:1])[CH2:12][CH2:13][CH2:14][CH2:15][CH2:16][CH2:17][CH2:18][CH2:19][CH2:20][CH2:21][CH2:22][CH2:23][CH2:25][CH2:26][CH2:27][CH2:28][CH3:29]. (4) Given the reactants [O:1]1[CH2:6][CH2:5][CH2:4][CH2:3][CH:2]1[CH:7]=[O:8].[Cl:9][C:10]1[CH:15]=[CH:14][C:13]([Mg]Br)=[CH:12][CH:11]=1, predict the reaction product. The product is: [Cl:9][C:10]1[CH:15]=[CH:14][C:13]([CH:7]([CH:2]2[CH2:3][CH2:4][CH2:5][CH2:6][O:1]2)[OH:8])=[CH:12][CH:11]=1. (5) The product is: [Cl-:27].[OH:2][C:3]1[C:12]2[C:7](=[CH:8][CH:9]=[CH:10][CH:11]=2)[CH:6]=[CH:5][C:4]=1[NH2+:13][C:14]1[CH:19]=[CH:18][CH:17]=[CH:16][CH:15]=1. Given the reactants C[O:2][C:3]1[C:12]2[C:7](=[CH:8][CH:9]=[CH:10][CH:11]=2)[CH:6]=[CH:5][C:4]=1[NH:13][C:14]1[CH:19]=[CH:18][CH:17]=[CH:16][CH:15]=1.B(Br)(Br)Br.C([Cl:27])(=O)C.Cl, predict the reaction product. (6) Given the reactants [Br:1][C:2]1[CH:7]=[C:6]([CH:8]([CH3:16])[C:9]([O:11][C:12]([CH3:15])([CH3:14])[CH3:13])=[O:10])[CH:5]=[CH:4][C:3]=1[NH:17][CH2:18][C:19]1[CH:27]=[CH:26][CH:25]=[CH:24][C:20]=1[C:21]([OH:23])=O.Cl.CN(C)CCCN=C=NCC, predict the reaction product. The product is: [Br:1][C:2]1[CH:7]=[C:6]([CH:8]([CH3:16])[C:9]([O:11][C:12]([CH3:14])([CH3:13])[CH3:15])=[O:10])[CH:5]=[CH:4][C:3]=1[N:17]1[CH2:18][C:19]2[C:20](=[CH:24][CH:25]=[CH:26][CH:27]=2)[C:21]1=[O:23]. (7) Given the reactants [CH2:1]([NH:8][C:9](=[O:28])[C@@H:10]([CH2:19][O:20][CH2:21][C:22]1[CH:27]=[CH:26][CH:25]=[CH:24][CH:23]=1)[NH:11]C(OC(C)(C)C)=O)[C:2]1[CH:7]=[CH:6][CH:5]=[CH:4][CH:3]=1.ClCCl.FC(F)(F)C(O)=O.[OH-].[Na+], predict the reaction product. The product is: [CH2:1]([NH:8][C:9](=[O:28])[C@@H:10]([CH2:19][O:20][CH2:21][C:22]1[CH:27]=[CH:26][CH:25]=[CH:24][CH:23]=1)[NH2:11])[C:2]1[CH:3]=[CH:4][CH:5]=[CH:6][CH:7]=1.